From a dataset of Reaction yield outcomes from USPTO patents with 853,638 reactions. Predict the reaction yield, written as a fraction of the theoretical maximum amount of product (1.0 means a 100% yield; for example, 0.34 means a 34% yield). (1) The reactants are [CH3:1][O:2][C:3](=[O:16])[C:4]1[CH:13]=[C:12]([O:14][CH3:15])[CH:11]=[C:6]([C:7]([O:9]C)=[O:8])[CH:5]=1.[OH-].[Na+]. The catalyst is CO. The product is [CH3:1][O:2][C:3](=[O:16])[C:4]1[CH:13]=[C:12]([O:14][CH3:15])[CH:11]=[C:6]([C:7]([OH:9])=[O:8])[CH:5]=1. The yield is 0.850. (2) The reactants are C(OC([NH:8][C:9]1[N:10]=[C:11]([C:15]([O:17][CH3:18])=[O:16])[N:12]([CH3:14])[CH:13]=1)=O)(C)(C)C.Cl.[C:20]([O:24][C:25]([NH:27][C:28]1[N:29]=[C:30]([C:34]([OH:36])=O)[N:31]([CH3:33])[CH:32]=1)=[O:26])([CH3:23])([CH3:22])[CH3:21].C(Cl)CCl.CCN(C(C)C)C(C)C. The product is [C:20]([O:24][C:25]([NH:27][C:28]1[N:29]=[C:30]([C:34]([NH:8][C:9]2[N:10]=[C:11]([C:15]([O:17][CH3:18])=[O:16])[N:12]([CH3:14])[CH:13]=2)=[O:36])[N:31]([CH3:33])[CH:32]=1)=[O:26])([CH3:21])([CH3:22])[CH3:23]. The catalyst is C(O)C.C1(C)C=CC=CC=1.CC(N(C)C)=O. The yield is 0.715. (3) The reactants are C(O)CCC=C.ClC(Cl)(OC(=O)OC(Cl)(Cl)Cl)Cl.Cl[C:20]([O:22][CH2:23][CH2:24][CH2:25][CH:26]=[CH2:27])=[O:21].[NH:28]([C:38]([O:40][C:41]([CH3:44])([CH3:43])[CH3:42])=[O:39])[C@H:29]([C:35]([OH:37])=[O:36])[CH2:30][CH2:31][CH2:32][CH2:33][NH2:34].[OH-].[Na+].Cl. The catalyst is C(Cl)Cl.O.C1COCC1. The product is [C:41]([O:40][C:38]([NH:28][C@@H:29]([CH2:30][CH2:31][CH2:32][CH2:33][NH:34][C:20]([O:22][CH2:23][CH2:24][CH2:25][CH:26]=[CH2:27])=[O:21])[C:35]([OH:37])=[O:36])=[O:39])([CH3:44])([CH3:43])[CH3:42]. The yield is 0.770. (4) The reactants are [Cl:1][C:2]1[C:11]2[C:6](=[CH:7][CH:8]=[C:9]([O:12][CH3:13])[CH:10]=2)[C:5](=O)[NH:4][CH:3]=1.O=P(Cl)(Cl)[Cl:17]. No catalyst specified. The product is [Cl:17][C:5]1[C:6]2[C:11](=[CH:10][C:9]([O:12][CH3:13])=[CH:8][CH:7]=2)[C:2]([Cl:1])=[CH:3][N:4]=1. The yield is 0.650. (5) The reactants are [N+:1]([C:4]1[CH:13]=[C:12]2[C:7]([CH2:8][CH2:9][CH2:10][C:11]2=[O:14])=[CH:6][CH:5]=1)([O-:3])=[O:2].[BH4-].[Na+]. The catalyst is CO. The product is [N+:1]([C:4]1[CH:13]=[C:12]2[C:7]([CH2:8][CH2:9][CH2:10][CH:11]2[OH:14])=[CH:6][CH:5]=1)([O-:3])=[O:2]. The yield is 0.800.